Dataset: Forward reaction prediction with 1.9M reactions from USPTO patents (1976-2016). Task: Predict the product of the given reaction. (1) Given the reactants [CH3:1][O:2][C:3]1[CH:8]=[CH:7][C:6]([N:9]([CH:36]([C:43]2[CH:48]=[CH:47][CH:46]=[CH:45][CH:44]=2)[C:37]2[CH:42]=[CH:41][CH:40]=[CH:39][CH:38]=2)[C:10]2[C:11]3[CH:18]=[CH:17][N:16]([C@@H:19]4[O:25][C@H:24]([CH2:26][O:27][Si](C(C)(C)C)(C)C)[C@@H:22]([OH:23])[C@@:20]4([CH3:35])[OH:21])[C:12]=3[N:13]=[CH:14][N:15]=2)=[CH:5][CH:4]=1.C(N(CC)CC)C.F.F.F.C(N(CC)CC)C, predict the reaction product. The product is: [CH3:1][O:2][C:3]1[CH:4]=[CH:5][C:6]([N:9]([CH:36]([C:37]2[CH:42]=[CH:41][CH:40]=[CH:39][CH:38]=2)[C:43]2[CH:44]=[CH:45][CH:46]=[CH:47][CH:48]=2)[C:10]2[C:11]3[CH:18]=[CH:17][N:16]([C@@H:19]4[O:25][C@H:24]([CH2:26][OH:27])[C@@H:22]([OH:23])[C@@:20]4([CH3:35])[OH:21])[C:12]=3[N:13]=[CH:14][N:15]=2)=[CH:7][CH:8]=1. (2) Given the reactants [CH2:1]([N:3]1[C:7]([Si](C)(C)C)=[C:6]([F:12])[N:5]=[C:4]1[C:13]1[C:22]2[C:17](=[CH:18][CH:19]=[CH:20][CH:21]=2)[CH:16]=[CH:15][CH:14]=1)[CH3:2].O.[F-].C([N+](CCCC)(CCCC)CCCC)CCC, predict the reaction product. The product is: [CH2:1]([N:3]1[CH:7]=[C:6]([F:12])[N:5]=[C:4]1[C:13]1[C:22]2[C:17](=[CH:18][CH:19]=[CH:20][CH:21]=2)[CH:16]=[CH:15][CH:14]=1)[CH3:2]. (3) Given the reactants Cl[C:2]1[N:7]=[C:6]([NH:8][C:9]2[N:14]=[CH:13][C:12]3[N:15]=[C:16]([CH3:21])[N:17]([CH:18]([CH3:20])[CH3:19])[C:11]=3[CH:10]=2)[CH:5]=[CH:4][N:3]=1.[C-]#N.[K+].[N:25]12CCN(CC1)C[CH2:26]2.CS(C)=O, predict the reaction product. The product is: [CH:18]([N:17]1[C:11]2[CH:10]=[C:9]([NH:8][C:6]3[CH:5]=[CH:4][N:3]=[C:2]([C:26]#[N:25])[N:7]=3)[N:14]=[CH:13][C:12]=2[N:15]=[C:16]1[CH3:21])([CH3:20])[CH3:19]. (4) Given the reactants Cl.Cl[C:3]1[NH:4][C:5](=[O:14])[C:6]2[C:12]([CH3:13])=[CH:11][CH:10]=[N:9][C:7]=2[N:8]=1.[Cl:15][C:16]1[CH:26]=[CH:25][CH:24]=[CH:23][C:17]=1[O:18][CH2:19][CH2:20][CH2:21][OH:22].CC([O-])(C)C.[K+], predict the reaction product. The product is: [Cl:15][C:16]1[CH:26]=[CH:25][CH:24]=[CH:23][C:17]=1[O:18][CH2:19][CH2:20][CH2:21][O:22][C:3]1[NH:4][C:5](=[O:14])[C:6]2[C:12]([CH3:13])=[CH:11][CH:10]=[N:9][C:7]=2[N:8]=1. (5) Given the reactants [NH2:1][C@@H:2]1[CH2:6][CH2:5][CH2:4][C@:3]1([OH:11])[C:7]([O:9][CH3:10])=[O:8].Cl.[CH3:13][C:14]1[CH:23]=[C:22]([CH2:24][O:25][C:26]2[CH:31]=[CH:30][C:29]([S:32](Cl)(=[O:34])=[O:33])=[CH:28][CH:27]=2)[C:21]2[C:16](=[CH:17][CH:18]=[CH:19][CH:20]=2)[N:15]=1, predict the reaction product. The product is: [OH:11][C@:3]1([C:7]([O:9][CH3:10])=[O:8])[CH2:4][CH2:5][CH2:6][C@H:2]1[NH:1][S:32]([C:29]1[CH:30]=[CH:31][C:26]([O:25][CH2:24][C:22]2[C:21]3[C:16](=[CH:17][CH:18]=[CH:19][CH:20]=3)[N:15]=[C:14]([CH3:13])[CH:23]=2)=[CH:27][CH:28]=1)(=[O:33])=[O:34].